Dataset: Human intestinal absorption (HIA) binary classification data from Hou et al.. Task: Regression/Classification. Given a drug SMILES string, predict its absorption, distribution, metabolism, or excretion properties. Task type varies by dataset: regression for continuous measurements (e.g., permeability, clearance, half-life) or binary classification for categorical outcomes (e.g., BBB penetration, CYP inhibition). Dataset: hia_hou. (1) The molecule is C=CC[N@+]12CC[C@@]34c5ccccc5N5C=C6[C@H]7C[C@H]8[C@]9(CC[N@@+]8(CC=C)C/C7=C\CO)c7ccccc7N(C=C([C@@H]53)[C@H](C[C@H]41)/C(=C/CO)C2)[C@@H]69. The result is 0 (poor absorption). (2) The compound is C[C@H](c1cc2ccccc2s1)N(O)C(N)=O. The result is 1 (good absorption). (3) The compound is OCCN1CCN(CC/C=C2\c3ccccc3Sc3ccc(Cl)cc32)CC1. The result is 1 (good absorption). (4) The drug is Nc1nc(=O)[nH]cc1F. The result is 1 (good absorption). (5) The molecule is CN(C)CCc1c[nH]c2ccc(CS(=O)(=O)N3CCCC3)cc12. The result is 1 (good absorption). (6) The result is 1 (good absorption). The molecule is CC(=O)Oc1cc(C(C)C)c(OCCN(C)C)cc1C. (7) The compound is COc1c2c(cc(F)c1N1C[C@@H]3CCCN[C@@H]3C1)C(=O)C(C(=O)O)=C[C@@H]2NC1CC1. The result is 1 (good absorption). (8) The compound is N[C@H]1CONC1=O. The result is 1 (good absorption).